From a dataset of Full USPTO retrosynthesis dataset with 1.9M reactions from patents (1976-2016). Predict the reactants needed to synthesize the given product. (1) Given the product [CH:34]([O:37][C:38]1[CH:39]=[C:40]([CH:44]=[C:45]([N:47]2[CH2:51][CH2:50][CH2:49][C:48]2=[O:52])[CH:46]=1)[C:41]([NH:23][C@H:8]([C@@H:9]1[CH2:10][C@@H:11]([CH3:12])[C:13](=[O:21])[O:22]1)[CH2:1][C:2]1[CH:7]=[CH:6][CH:5]=[CH:4][CH:3]=1)=[O:43])([CH3:35])[CH3:36], predict the reactants needed to synthesize it. The reactants are: [CH2:1]([C@H:8]([NH:23]C(=O)C1C=CC(F)=C(Br)C=1)[C@@H:9]([OH:22])[CH2:10][C@H:11]([C:13](=[O:21])NCCC(C)(C)C)[CH3:12])[C:2]1[CH:7]=[CH:6][CH:5]=[CH:4][CH:3]=1.[CH:34]([O:37][C:38]1[CH:39]=[C:40]([CH:44]=[C:45]([N:47]2[CH2:51][CH2:50][CH2:49][C:48]2=[O:52])[CH:46]=1)[C:41]([OH:43])=O)([CH3:36])[CH3:35].N[C@H]([C@H]1OC(=O)[C@H](C)C1)CC1C=CC=CC=1. (2) The reactants are: C([O:3][C:4]([C:6]1([NH:15][C:16]([C:18]2[CH:19]=[CH:20][CH:21]=[C:22]3[C:27]=2[N:26]=[CH:25][CH:24]=[CH:23]3)=[O:17])[CH2:14][C:13]2[C:8](=[CH:9][CH:10]=[CH:11][CH:12]=2)[CH2:7]1)=[O:5])C.[OH-].[K+].O. Given the product [N:26]1[C:27]2[C:22](=[CH:21][CH:20]=[CH:19][C:18]=2[C:16]([NH:15][C:6]2([C:4]([OH:5])=[O:3])[CH2:7][C:8]3[C:13](=[CH:12][CH:11]=[CH:10][CH:9]=3)[CH2:14]2)=[O:17])[CH:23]=[CH:24][CH:25]=1, predict the reactants needed to synthesize it. (3) Given the product [Br:1][C:2]1[CH:3]=[C:4]([S:8][CH2:20][C:19]2[CH:22]=[CH:23][C:16]([F:15])=[CH:17][CH:18]=2)[CH:5]=[CH:6][CH:7]=1, predict the reactants needed to synthesize it. The reactants are: [Br:1][C:2]1[CH:3]=[C:4]([SH:8])[CH:5]=[CH:6][CH:7]=1.C(=O)([O-])[O-].[Cs+].[Cs+].[F:15][C:16]1[CH:23]=[CH:22][C:19]([CH2:20]Br)=[CH:18][CH:17]=1. (4) The reactants are: [Br:1][C:2]1[CH:7]=[CH:6][C:5]([S:8][CH3:9])=[C:4]([C:10]([F:13])([F:12])[F:11])[CH:3]=1.C1C=C(Cl)C=C(C(OO)=[O:22])C=1.[OH2:25]. Given the product [Br:1][C:2]1[CH:7]=[CH:6][C:5]([S:8]([CH3:9])(=[O:22])=[O:25])=[C:4]([C:10]([F:13])([F:11])[F:12])[CH:3]=1, predict the reactants needed to synthesize it. (5) Given the product [CH3:1][C:2]([CH3:10])([CH3:9])[CH2:3][C:4]1[N:8]=[CH:7][N:6]([S:13]([N:12]([CH3:17])[CH3:11])(=[O:15])=[O:14])[CH:5]=1, predict the reactants needed to synthesize it. The reactants are: [CH3:1][C:2]([CH3:10])([CH3:9])[CH2:3][C:4]1[NH:8][CH:7]=[N:6][CH:5]=1.[CH3:11][N:12]([CH3:17])[S:13](Cl)(=[O:15])=[O:14].CCN(CC)CC. (6) Given the product [F:14][C:13]1[C:6]2[O:5][CH2:1][CH2:2][C@@H:3]3[CH2:4][S:23][C:22]([NH2:24])=[N:21][C@@H:8]3[C:7]=2[CH:10]=[C:11]([C:15]2[CH:16]=[N:17][CH:18]=[N:19][CH:20]=2)[CH:12]=1, predict the reactants needed to synthesize it. The reactants are: [CH2:1]([O:5][C:6]1[C:13]([F:14])=[CH:12][C:11]([C:15]2[CH:16]=[N:17][CH:18]=[N:19][CH:20]=2)=[CH:10][C:7]=1[CH:8]=O)[CH2:2][CH:3]=[CH2:4].[NH2:21][C:22]([NH2:24])=[S:23].Cl[Si](C)(C)C. (7) Given the product [Cl:12][C:6]1[N:7]=[CH:8][C:9]2[CH2:10][CH2:11][C:2]3[C:19]4[C:18](=[O:23])[NH:17][C:16]5([CH2:14][CH2:15]5)[CH2:21][C:20]=4[NH:33][C:3]=3[C:4]=2[CH:5]=1, predict the reactants needed to synthesize it. The reactants are: Br[CH:2]1[CH2:11][CH2:10][C:9]2[CH:8]=[N:7][C:6]([Cl:12])=[CH:5][C:4]=2[C:3]1=O.[CH2:14]1[C:16]2([CH2:21][C:20](=O)[CH2:19][C:18](=[O:23])[NH:17]2)[CH2:15]1.C([O-])(=O)C.[Na+].C([O-])(=O)C.[NH4+:33].